Task: Predict the reaction yield, written as a fraction of the theoretical maximum amount of product (1.0 means a 100% yield; for example, 0.34 means a 34% yield).. Dataset: Reaction yield outcomes from USPTO patents with 853,638 reactions The reactants are Br[C:2]1[CH:7]=[CH:6][CH:5]=[CH:4][C:3]=1[C:8]1[CH:13]=[CH:12][CH:11]=[CH:10][CH:9]=1.C([Li])CCC.C([O:22][B:23](OC(C)C)[O:24]C(C)C)(C)C.Cl. The catalyst is CCOCC.CCCCCC. The product is [C:3]1([C:8]2[CH:13]=[CH:12][CH:11]=[CH:10][CH:9]=2)[C:2]([B:23]([OH:24])[OH:22])=[CH:7][CH:6]=[CH:5][CH:4]=1. The yield is 0.620.